From a dataset of Drug-target binding data from BindingDB using IC50 measurements. Regression. Given a target protein amino acid sequence and a drug SMILES string, predict the binding affinity score between them. We predict pIC50 (pIC50 = -log10(IC50 in M); higher means more potent). Dataset: bindingdb_ic50. (1) The small molecule is CCCSc1nc2c(c(Nc3ccc(C(F)(F)F)cc3)n1)CCN(c1ncccc1C(F)(F)F)CC2. The target protein (O35433) has sequence MEQRASLDSEESESPPQENSCLDPPDRDPNCKPPPVKPHIFTTRSRTRLFGKGDSEEASPLDCPYEEGGLASCPIITVSSVLTIQRPGDGPASVRPSSQDSVSAGEKPPRLYDRRSIFDAVAQSNCQELESLLPFLQRSKKRLTDSEFKDPETGKTCLLKAMLNLHNGQNDTIALLLDVARKTDSLKQFVNASYTDSYYKGQTALHIAIERRNMTLVTLLVENGADVQAAANGDFFKKTKGRPGFYFGELPLSLAACTNQLAIVKFLLQNSWQPADISARDSVGNTVLHALVEVADNTVDNTKFVTSMYNEILILGAKLHPTLKLEEITNRKGLTPLALAASSGKIGVLAYILQREIHEPECRHLSRKFTEWAYGPVHSSLYDLSCIDTCEKNSVLEVIAYSSSETPNRHDMLLVEPLNRLLQDKWDRFVKRIFYFNFFVYCLYMIIFTAAAYYRPVEGLPPYKLKNTVGDYFRVTGEILSVSGGVYFFFRGIQYFLQRR.... The pIC50 is 5.2. (2) The drug is Cn1cc([C@@]2(c3cc(C(=O)O)ccn3)N[C@@H](c3nc(-c4ccc(F)cc4)c[nH]3)Cc3c2[nH]c2ccccc32)cn1. The target protein (P30935) has sequence MATVTYPSSEPTTLDPGNASSTWPLDTTLGNTSAGASLTGLAVSGILISLVYLVVCVVGLLGNSLVIYVVLRHTSSPSVTSVYILNLALADELFMLGLPFLAAQNALSYWPFGSLMCRLVMAVDGINQFTSIFCLTVMSVDRYLAVVHPTRSARWRTAPVARTVSAAVWVASAVVVLPVVVFSGVPRGMSTCHMQWPEPAAAWRTAFIIYTAALGFFGPLLVICLCYLLIVVKVRSTTRRVRAPSCQWVQAPACQRRRRSERRVTRMVVAVVALFVLCWMPFYLLNIVNVVCPLPEEPAFFGLYFLVVALPYANSCANPILYGFLSYRFKQGFRRILLRPSRRIRSQEPGSGPPEKTEEEEDEEEEERREEEERRMQRGQEMNGRLSQIAQAGTSGQQPRPCTGTAKEQQLLPQEATAGDKASTLSHL. The pIC50 is 9.1. (3) The small molecule is C[C@]12Cc3cnn(-c4ccc(F)cc4)c3C=C1CCC21OCCO1. The target protein (P22199) has sequence METKGYHSLPEGLDMERRWSQVSQTLERSSLGPAERTTENNYMEIVNVSCVSGAIPNNSTQGSSKEKHELLPYIQQDNSRSGILPSDIKTELESKELSATVAESMGLYMDSVRDAEYTYDQQNQQGSLSPTKIYQNMEQLVKFYKENGHRSSTLSAMSRPLRSFMPDSAASMNGGALRAIVKSPIICHEKSSSVSSPLNMASSVCSPVGINSMSSSTTSFGSFPVHSPITQGTSLTCSPSVENRGSRSHSPTHASNVGSPLSSPLSSMKSPISSPPSHCSVKSPVSSPNNVPLRSSVSSPANLNNSRCSVSSPSNNTNNRSTLSSPTASTVGSIGSPISNAFSYATSGASAGAGAIQDVVPSPDTHEKGAHDVPFPKTEEVEKAISNGVTGPLNIVQYIKSEPDGAFSSSCLGGNSKISPSSPFSVPIKQESSKHSCSGASFKGNPTVNPFPFMDGSYFSFMDDKDYYSLSGILGPPVPGFDGSCEDSAFPVGIKQEPDD.... The pIC50 is 5.0. (4) The drug is COc1ccc(C(C)(C)N[C@@H]2CC[C@H](C(=O)N3CCN(c4nc5ccccc5o4)CC3)[C@@H](c3ccsc3)C2)cc1. The target protein (P48145) has sequence MDNASFSEPWPANASGPDPALSCSNASTLAPLPAPLAVAVPVVYAVICAVGLAGNSAVLYVLLRAPRMKTVTNLFILNLAIADELFTLVLPINIADFLLRQWPFGELMCKLIVAIDQYNTFSSLYFLTVMSADRYLVVLATAESRRVAGRTYSAARAVSLAVWGIVTLVVLPFAVFARLDDEQGRRQCVLVFPQPEAFWWRASRLYTLVLGFAIPVSTICVLYTTLLCRLHAMRLDSHAKALERAKKRVTFLVVAILAVCLLCWTPYHLSTVVALTTDLPQTPLVIAISYFITSLSYANSCLNPFLYAFLDASFRRNLRQLITCRAAA. The pIC50 is 7.0. (5) The drug is COc1cc(Cc2cnc(N)nc2N)cc(OC)c1OC. The pIC50 is 6.9. The target protein (Q27713) has sequence MEDLSETFDIYAICACCKVLNDDEKVRCFNNKTFKGIGNAGVLPWKCNLIDMKYFSSVTSYINENNYIRLKWKRDKYMEKHNLKNNVELNTNIISSTNNLQNIVVMGKKSWESIPKKFKPLQNRINIILSRTLKKEDIVNENNNENNNVIIIKSVDDLFPILKCTKYYKCFIIGGSSVYKEFLDRNLIKKIYFTRINNSYNCDVLFPEINENLFKITSISDVYYSNNTTLDFIIYSKTKEINPNEEVPNNTFLGVCDEQNKAFDDEDDYTYFSFNKNKENIKKNSEHAHNFKIYNSIKYKNHPEYQYLNIIYDIIMHGNKQDDRTGVGVLSKFGYMMKFNLNEYFPLLTTKKLFIRGIIEELLWFIRGETNGNTLLEKNVRIWEANGTREFLDNRKLFHREVNDLGPIYGFQWRHFGAEYTDMHDNYKDKGVDQLKNIINLIKNDPTCRRIILCAWNVKNLDQMALPPCHILCQFYVFDGKLSCIMYQRSCDLGLGVPFN.... (6) The compound is CC(C)CNC(=O)[C@H]1N(C(=O)[C@@H](O)[C@H](Cc2ccccc2)NC(=O)[C@@H](NC(=O)[C@@H](NC(=O)C(C)(C)C)c2ccccc2)C(C)(C)C)CSC1(C)C. The target protein sequence is MTVLPIALFSSNTPLRNTSVLGAGGQTQDHFKLTSLPVLIRLPFRTTPIVLTSCLVDTKNNWAIIGRDALQQCQGALYLPEAKGPPVILPIQAPAVLGLEHLPRPPEISQFPLNQNGSRPCNTWSGRPWRQAISNPTPGQEITQYSQLKRPMEPGDSSTTCGPLTL. The pIC50 is 7.1. (7) The drug is O=C1NC(=O)/C(=C/c2ccncc2)S1. The target protein (Q9NZ45) has sequence MSLTSSSSVRVEWIAAVTIAAGTAAIGYLAYKRFYVKDHRNKAMINLHIQKDNPKIVHAFDMEDLGDKAVYCRCWRSKKFPFCDGAHTKHNEETGDNVGPLIIKKKET. The pIC50 is 4.7.